This data is from Full USPTO retrosynthesis dataset with 1.9M reactions from patents (1976-2016). The task is: Predict the reactants needed to synthesize the given product. (1) Given the product [Cl:1][C:2]1[N:3]=[C:4]([N:19]2[CH2:20][CH2:21][O:22][CH2:23][CH2:24]2)[C:5]2[S:10][C:9]([C:11]3[CH:12]=[C:13]([CH2:16][N:29]4[CH2:30][CH2:31][N:26]([CH3:25])[CH2:27][CH2:28]4)[S:14][CH:15]=3)=[C:8]([CH3:18])[C:6]=2[N:7]=1, predict the reactants needed to synthesize it. The reactants are: [Cl:1][C:2]1[N:3]=[C:4]([N:19]2[CH2:24][CH2:23][O:22][CH2:21][CH2:20]2)[C:5]2[S:10][C:9]([C:11]3[CH:12]=[C:13]([CH:16]=O)[S:14][CH:15]=3)=[C:8]([CH3:18])[C:6]=2[N:7]=1.[CH3:25][N:26]1[CH2:31][CH2:30][NH:29][CH2:28][CH2:27]1. (2) Given the product [CH3:20][C:18]([C:21]1[CH:22]=[C:23]([S:27]([N:6]2[C:7]3[C:12](=[CH:11][C:10]([C:13]([F:16])([F:14])[F:15])=[CH:9][CH:8]=3)[C:4]([CH3:3])=[CH:5]2)(=[O:28])=[O:29])[CH:24]=[CH:25][CH:26]=1)([CH3:17])[CH3:19], predict the reactants needed to synthesize it. The reactants are: [H-].[Na+].[CH3:3][C:4]1[C:12]2[C:7](=[CH:8][CH:9]=[C:10]([C:13]([F:16])([F:15])[F:14])[CH:11]=2)[NH:6][CH:5]=1.[CH3:17][C:18]([C:21]1[CH:22]=[C:23]([S:27](Cl)(=[O:29])=[O:28])[CH:24]=[CH:25][CH:26]=1)([CH3:20])[CH3:19].Cl.